This data is from NCI-60 drug combinations with 297,098 pairs across 59 cell lines. The task is: Regression. Given two drug SMILES strings and cell line genomic features, predict the synergy score measuring deviation from expected non-interaction effect. (1) Drug 1: C1=NC2=C(N1)C(=S)N=CN2. Drug 2: C(CCl)NC(=O)N(CCCl)N=O. Cell line: CAKI-1. Synergy scores: CSS=39.6, Synergy_ZIP=-0.674, Synergy_Bliss=-0.366, Synergy_Loewe=-14.2, Synergy_HSA=0.742. (2) Drug 1: CCC(=C(C1=CC=CC=C1)C2=CC=C(C=C2)OCCN(C)C)C3=CC=CC=C3.C(C(=O)O)C(CC(=O)O)(C(=O)O)O. Drug 2: C#CCC(CC1=CN=C2C(=N1)C(=NC(=N2)N)N)C3=CC=C(C=C3)C(=O)NC(CCC(=O)O)C(=O)O. Cell line: MDA-MB-435. Synergy scores: CSS=43.5, Synergy_ZIP=3.85, Synergy_Bliss=-1.29, Synergy_Loewe=-22.0, Synergy_HSA=-1.86.